This data is from Forward reaction prediction with 1.9M reactions from USPTO patents (1976-2016). The task is: Predict the product of the given reaction. (1) Given the reactants [NH3:1].[C:2]([C:4]1[C:9]([Cl:10])=[CH:8][CH:7]=[CH:6][C:5]=1[S:11](Cl)(=[O:13])=[O:12])#[N:3], predict the reaction product. The product is: [NH2:3][C:2]1[C:4]2[C:9]([Cl:10])=[CH:8][CH:7]=[CH:6][C:5]=2[S:11](=[O:13])(=[O:12])[N:1]=1. (2) Given the reactants [OH:1][CH:2]1[CH:7]([C:8]2[CH:13]=[CH:12][C:11]([O:14][CH3:15])=[CH:10][CH:9]=2)[CH:6]([O:16][Si:17]([CH:24]([CH3:26])[CH3:25])([CH:21]([CH3:23])[CH3:22])[CH:18]([CH3:20])[CH3:19])[CH2:5][N:4]([C:27]([O:29][CH2:30][C:31]2[CH:36]=[CH:35][CH:34]=[CH:33][CH:32]=2)=[O:28])[CH2:3]1.Cl[CH2:38][C:39]1[CH:40]=[CH:41][C:42]2[O:47][CH2:46][C:45](=[O:48])[N:44]([CH2:49][CH2:50][CH2:51][O:52][CH3:53])[C:43]=2[CH:54]=1, predict the reaction product. The product is: [CH3:15][O:14][C:11]1[CH:10]=[CH:9][C:8]([CH:7]2[CH:6]([O:16][Si:17]([CH:18]([CH3:19])[CH3:20])([CH:21]([CH3:23])[CH3:22])[CH:24]([CH3:26])[CH3:25])[CH2:5][N:4]([C:27]([O:29][CH2:30][C:31]3[CH:32]=[CH:33][CH:34]=[CH:35][CH:36]=3)=[O:28])[CH2:3][CH:2]2[O:1][CH2:38][C:39]2[CH:40]=[CH:41][C:42]3[O:47][CH2:46][C:45](=[O:48])[N:44]([CH2:49][CH2:50][CH2:51][O:52][CH3:53])[C:43]=3[CH:54]=2)=[CH:13][CH:12]=1.